Dataset: Full USPTO retrosynthesis dataset with 1.9M reactions from patents (1976-2016). Task: Predict the reactants needed to synthesize the given product. (1) Given the product [F:16][CH:15]([F:17])[C:14]1[C:8]([C:9]([OH:11])=[O:10])=[CH:7][N:2]([CH3:1])[N:3]=1, predict the reactants needed to synthesize it. The reactants are: [CH3:1][NH:2][NH2:3].C(O[CH:7]=[C:8]([C:14](=O)[CH:15]([F:17])[F:16])[C:9]([O:11]CC)=[O:10])C.[OH-].[Na+].Cl. (2) Given the product [Cl:1][C:2]1[CH:7]=[CH:6][N:5]=[C:4]2[CH:8]=[C:9]([C:25]3[N:26]([CH3:30])[CH:27]=[CH:28][N:29]=3)[S:10][C:3]=12, predict the reactants needed to synthesize it. The reactants are: [Cl:1][C:2]1[CH:7]=[CH:6][N:5]=[C:4]2[CH:8]=[C:9]([Sn](CCCC)(CCCC)CCCC)[S:10][C:3]=12.Br[C:25]1[N:26]([CH3:30])[CH:27]=[CH:28][N:29]=1.C1(C)C=CC=CC=1. (3) Given the product [OH:23][NH:22][C:15](=[O:16])[CH2:14][C:10]1[CH:11]=[C:12]([I:13])[C:7]([O:6][C:5]2[CH:20]=[CH:21][C:2]([OH:1])=[CH:3][CH:4]=2)=[C:8]([I:19])[CH:9]=1, predict the reactants needed to synthesize it. The reactants are: [OH:1][C:2]1[CH:21]=[CH:20][C:5]([O:6][C:7]2[C:12]([I:13])=[CH:11][C:10]([CH2:14][C:15](OC)=[O:16])=[CH:9][C:8]=2[I:19])=[CH:4][CH:3]=1.[NH2:22][OH:23]. (4) The reactants are: Cl.[C:2]1([N:8]2[C:12]([C:13]([F:16])([F:15])[F:14])=[CH:11][C:10]([CH2:17][O:18][C:19]3[CH:20]=[C:21]4[C:25](=[CH:26][CH:27]=3)[NH:24][CH2:23][CH2:22]4)=[N:9]2)[CH:7]=[CH:6][CH:5]=[CH:4][CH:3]=1.[NH:28]([C:41]([O:43][C:44]([CH3:47])([CH3:46])[CH3:45])=[O:42])[C@@H:29]([C:38](O)=[O:39])[CH2:30][C:31](=[O:37])[O:32][C:33]([CH3:36])([CH3:35])[CH3:34].CCN=C=NCCCN(C)C.Cl.C1C=CC2N(O)N=NC=2C=1. Given the product [C:33]([O:32][C:31](=[O:37])[CH2:30][C@@H:29]([NH:28][C:41]([O:43][C:44]([CH3:47])([CH3:46])[CH3:45])=[O:42])[C:38](=[O:39])[N:24]1[C:25]2[C:21](=[CH:20][C:19]([O:18][CH2:17][C:10]3[CH:11]=[C:12]([C:13]([F:15])([F:16])[F:14])[N:8]([C:2]4[CH:3]=[CH:4][CH:5]=[CH:6][CH:7]=4)[N:9]=3)=[CH:27][CH:26]=2)[CH2:22][CH2:23]1)([CH3:36])([CH3:35])[CH3:34], predict the reactants needed to synthesize it. (5) Given the product [CH3:32][O:31][C:29](=[O:30])[C:28]1[CH:33]=[CH:34][CH:35]=[C:26]([CH2:25][N:14]2[C:15]3[CH:20]=[CH:19][CH:18]=[CH:17][C:16]=3[N:12]([CH2:11][C:1]3[C:10]4[C:5](=[CH:6][CH:7]=[CH:8][CH:9]=4)[CH:4]=[CH:3][CH:2]=3)[C:13]2=[O:21])[CH:27]=1, predict the reactants needed to synthesize it. The reactants are: [C:1]1([CH2:11][N:12]2[C:16]3[CH:17]=[CH:18][CH:19]=[CH:20][C:15]=3[NH:14][C:13]2=[O:21])[C:10]2[C:5](=[CH:6][CH:7]=[CH:8][CH:9]=2)[CH:4]=[CH:3][CH:2]=1.[H-].[Na+].Br[CH2:25][C:26]1[CH:27]=[C:28]([CH:33]=[CH:34][CH:35]=1)[C:29]([O:31][CH3:32])=[O:30]. (6) The reactants are: [CH3:1][O:2][C:3]1[CH:4]=[C:5]([C@@H:9]([NH2:11])[CH3:10])[CH:6]=[CH:7][CH:8]=1.CCN(CC)CC.[C:19](O[C:19]([O:21][C:22]([CH3:25])([CH3:24])[CH3:23])=[O:20])([O:21][C:22]([CH3:25])([CH3:24])[CH3:23])=[O:20].O. Given the product [C:22]([O:21][C:19](=[O:20])[NH:11][C@H:9]([C:5]1[CH:6]=[CH:7][CH:8]=[C:3]([O:2][CH3:1])[CH:4]=1)[CH3:10])([CH3:25])([CH3:24])[CH3:23], predict the reactants needed to synthesize it. (7) Given the product [CH3:6][C:7]1([CH3:14])[O:12][CH2:11][CH:10]([OH:13])[CH2:9][O:8]1, predict the reactants needed to synthesize it. The reactants are: C(OCC)C.[CH3:6][C:7]1([CH3:14])[O:12][CH2:11][C:10](=[O:13])[CH2:9][O:8]1.[H-].[Al+3].[Li+].[H-].[H-].[H-].[OH-].[Na+]. (8) Given the product [Br:1][C:2]1[N:3]=[C:4]([C:9]2[O:10][C:11]([C:14]3[CH:19]=[CH:18][C:17]([CH2:20][Br:21])=[CH:16][C:15]=3[CH3:22])=[N:12][N:13]=2)[C:5]([N:8]([C:28]([O:27][C:24]([CH3:26])([CH3:25])[CH3:23])=[O:29])[C:28](=[O:29])[O:27][C:24]([CH3:26])([CH3:25])[CH3:23])=[N:6][CH:7]=1, predict the reactants needed to synthesize it. The reactants are: [Br:1][C:2]1[N:3]=[C:4]([C:9]2[O:10][C:11]([C:14]3[CH:19]=[CH:18][C:17]([CH2:20][Br:21])=[CH:16][C:15]=3[CH3:22])=[N:12][N:13]=2)[C:5]([NH2:8])=[N:6][CH:7]=1.[CH3:23][C:24]([O:27][C:28](O[C:28]([O:27][C:24]([CH3:26])([CH3:25])[CH3:23])=[O:29])=[O:29])([CH3:26])[CH3:25]. (9) Given the product [S:8]1[CH:9]=[CH:10][CH:11]=[C:7]1[C:4]1[CH:5]=[CH:6][N:2]([O:1][C:18]([N:12]2[CH2:17][CH2:16][O:15][CH2:14][CH2:13]2)=[O:19])[N:3]=1, predict the reactants needed to synthesize it. The reactants are: [OH:1][N:2]1[CH:6]=[CH:5][C:4]([C:7]2[S:8][CH:9]=[CH:10][CH:11]=2)=[N:3]1.[N:12]1([C:18](Cl)=[O:19])[CH2:17][CH2:16][O:15][CH2:14][CH2:13]1.